The task is: Predict the product of the given reaction.. This data is from Forward reaction prediction with 1.9M reactions from USPTO patents (1976-2016). Given the reactants [Br:1][C:2]1[N:3]=[C:4]([C:23]#[CH:24])[C:5]([N:8]([C:16]([O:18][C:19]([CH3:22])([CH3:21])[CH3:20])=[O:17])[C:9](=[O:15])[O:10][C:11]([CH3:14])([CH3:13])[CH3:12])=[N:6][CH:7]=1.Cl[C:26](=[N:48][OH:49])[C:27]1[CH:47]=[CH:46][C:30]([CH2:31][N:32]([CH:40]2CCOCC2)[C:33](=[O:39])[O:34][C:35]([CH3:38])([CH3:37])[CH3:36])=[CH:29][CH:28]=1.C(N(CC)CC)C, predict the reaction product. The product is: [Br:1][C:2]1[N:3]=[C:4]([C:23]2[O:49][N:48]=[C:26]([C:27]3[CH:28]=[CH:29][C:30]([CH2:31][N:32]([C:33]([O:34][C:35]([CH3:38])([CH3:37])[CH3:36])=[O:39])[CH3:40])=[CH:46][CH:47]=3)[CH:24]=2)[C:5]([N:8]([C:16]([O:18][C:19]([CH3:22])([CH3:21])[CH3:20])=[O:17])[C:9](=[O:15])[O:10][C:11]([CH3:13])([CH3:14])[CH3:12])=[N:6][CH:7]=1.